This data is from Forward reaction prediction with 1.9M reactions from USPTO patents (1976-2016). The task is: Predict the product of the given reaction. The product is: [CH:24]1([NH:30][C:16]2[N:15]=[C:14]([C:12]3[CH:11]=[N:10][N:9]([C:3]4[CH:4]=[CH:5][C:6]([F:8])=[CH:7][C:2]=4[F:1])[CH:13]=3)[CH:19]=[CH:18][N:17]=2)[CH2:29][CH2:28][CH2:27][CH2:26][CH2:25]1. Given the reactants [F:1][C:2]1[CH:7]=[C:6]([F:8])[CH:5]=[CH:4][C:3]=1[N:9]1[CH:13]=[C:12]([C:14]2[CH:19]=[CH:18][N:17]=[C:16](S(C)(=O)=O)[N:15]=2)[CH:11]=[N:10]1.[CH:24]1([NH2:30])[CH2:29][CH2:28][CH2:27][CH2:26][CH2:25]1, predict the reaction product.